Dataset: Forward reaction prediction with 1.9M reactions from USPTO patents (1976-2016). Task: Predict the product of the given reaction. (1) The product is: [C:5]([C:9]1[NH:10][C:11]2[C:16]([CH:17]=1)=[CH:15][C:14]([N+:18]([O-:20])=[O:19])=[CH:13][C:12]=2[C:21]([O:23][CH3:24])=[O:22])([CH3:8])([CH3:6])[CH3:7]. Given the reactants O=S(Cl)Cl.[C:5]([C:9]1[NH:10][C:11]2[C:16]([CH:17]=1)=[CH:15][C:14]([N+:18]([O-:20])=[O:19])=[CH:13][C:12]=2[C:21]([OH:23])=[O:22])([CH3:8])([CH3:7])[CH3:6].[CH3:24]O, predict the reaction product. (2) Given the reactants [NH2:1][C:2]1[N:11]=[CH:10][C:9]2[C:8](SC)=[N:7][CH:6]=[N:5][C:4]=2[CH:3]=1.Cl.[NH2:15][C:16]1[CH:21]=[CH:20][CH:19]=[CH:18][C:17]=1[C:22]([F:25])([F:24])[F:23].NC1C=CC=CC=1C(F)(F)F.C([O-])(O)=O.[Na+], predict the reaction product. The product is: [NH2:1][C:2]1[N:11]=[CH:10][C:9]2[C:8]([NH:15][C:16]3[CH:21]=[CH:20][CH:19]=[CH:18][C:17]=3[C:22]([F:23])([F:24])[F:25])=[N:7][CH:6]=[N:5][C:4]=2[CH:3]=1. (3) Given the reactants [OH:1][C:2]1[C:11]2[C:6](=[CH:7][C:8]([OH:12])=[CH:9][CH:10]=2)[CH:5]=[CH:4][CH:3]=1.N(S([O-])(=O)=O)(S([O-])(=O)=[O:16])[O].[K+].[K+], predict the reaction product. The product is: [OH:12][C:8]1[CH:7]=[C:6]2[C:11](=[CH:10][CH:9]=1)[C:2](=[O:1])[CH:3]=[CH:4][C:5]2=[O:16]. (4) Given the reactants [Br:1][C:2]1[CH:7]=[C:6]([Cl:8])[CH:5]=[CH:4][C:3]=1[C@@H:9]([OH:14])[C:10]([F:13])([F:12])[F:11].[Cl:15][C:16]1[CH:21]=[C:20](Cl)[N:19]=[C:18]([NH2:23])[N:17]=1.C([O-])([O-])=O.[Cs+].[Cs+], predict the reaction product. The product is: [Br:1][C:2]1[CH:7]=[C:6]([Cl:8])[CH:5]=[CH:4][C:3]=1[C@@H:9]([O:14][C:20]1[CH:21]=[C:16]([Cl:15])[N:17]=[C:18]([NH2:23])[N:19]=1)[C:10]([F:11])([F:12])[F:13]. (5) Given the reactants Br[C:2]1[CH:10]=[CH:9][CH:8]=[C:7]2[C:3]=1[C:4](=[O:17])[C:5](=[O:16])[N:6]2[CH2:11][CH2:12][CH2:13][CH2:14][CH3:15].C(N1C2C(=CC=CC=2)C(=O)C1=O)CCCC.O1[C:38]2[CH:39]=[CH:40][C:41]([OH:43])=[CH:42][C:37]=2OC1.[F:44][C:45]([F:54])([F:53])C1C(O)=CC=CC=1, predict the reaction product. The product is: [OH:17][C:4]1([C:40]2[CH:39]=[C:38]([C:45]([F:54])([F:53])[F:44])[CH:37]=[CH:42][C:41]=2[OH:43])[C:3]2[C:7](=[CH:8][CH:9]=[CH:10][CH:2]=2)[N:6]([CH2:11][CH2:12][CH2:13][CH2:14][CH3:15])[C:5]1=[O:16].